From a dataset of Reaction yield outcomes from USPTO patents with 853,638 reactions. Predict the reaction yield, written as a fraction of the theoretical maximum amount of product (1.0 means a 100% yield; for example, 0.34 means a 34% yield). (1) The reactants are [C:1]1([CH3:11])[CH:6]=[CH:5][C:4]([S:7](Cl)(=[O:9])=[O:8])=[CH:3][CH:2]=1.[Cl:12][C:13]1[CH:14]=[C:15]([NH:21][C@H:22]([CH2:31][OH:32])[CH2:23][C:24]([O:26][C:27]([CH3:30])([CH3:29])[CH3:28])=[O:25])[CH:16]=[CH:17][C:18]=1[C:19]#[N:20]. The catalyst is N1C=CC=CC=1. The product is [Cl:12][C:13]1[CH:14]=[C:15]([NH:21][C@H:22]([CH2:31][O:32][S:7]([C:4]2[CH:5]=[CH:6][C:1]([CH3:11])=[CH:2][CH:3]=2)(=[O:9])=[O:8])[CH2:23][C:24]([O:26][C:27]([CH3:29])([CH3:28])[CH3:30])=[O:25])[CH:16]=[CH:17][C:18]=1[C:19]#[N:20]. The yield is 0.870. (2) The yield is 0.180. The reactants are Br[C:2]1[N:6]=[CH:5][N:4]([CH2:7][O:8][CH2:9][CH2:10][Si:11]([CH3:14])([CH3:13])[CH3:12])[C:3]=1[C:15]1[CH:16]=[N:17][CH:18]=[CH:19][CH:20]=1.[CH2:21]([SH:27])[CH2:22][CH2:23][CH2:24][CH2:25][CH3:26].C([O-])([O-])=O.[K+].[K+].CC1(C)C2C(=C(P(C3C=CC=CC=3)C3C=CC=CC=3)C=CC=2)OC2C(P(C3C=CC=CC=3)C3C=CC=CC=3)=CC=CC1=2. The catalyst is C(OCC)(=O)C.C1C=CC(/C=C/C(/C=C/C2C=CC=CC=2)=O)=CC=1.C1C=CC(/C=C/C(/C=C/C2C=CC=CC=2)=O)=CC=1.C1C=CC(/C=C/C(/C=C/C2C=CC=CC=2)=O)=CC=1.[Pd].[Pd].C1(C)C(C)=CC=CC=1. The product is [CH2:21]([S:27][C:2]1[N:6]=[CH:5][N:4]([CH2:7][O:8][CH2:9][CH2:10][Si:11]([CH3:14])([CH3:13])[CH3:12])[C:3]=1[C:15]1[CH:16]=[N:17][CH:18]=[CH:19][CH:20]=1)[CH2:22][CH2:23][CH2:24][CH2:25][CH3:26]. (3) The reactants are C(=S)(OC1C=CC=CC=1)O[CH:3]([C:8]1[CH:9]=[N:10][N:11]([CH2:13][C:14]2[CH:19]=[CH:18][CH:17]=[CH:16][CH:15]=2)[CH:12]=1)[C:4]([F:7])([F:6])[F:5].[SnH](CC1C=CC=CC=1)(CC1C=CC=CC=1)[CH2:29]C1C=CC=CC=1.CC(N=NC(C#N)(C)C)(C#N)C. The catalyst is C1(C)C=CC=CC=1. The product is [CH2:13]([N:11]1[CH:12]=[C:8]([CH2:3][C:4]([F:5])([F:6])[F:7])[C:9]([CH3:29])=[N:10]1)[C:14]1[CH:15]=[CH:16][CH:17]=[CH:18][CH:19]=1. The yield is 0.780. (4) The reactants are [C:1]([C:3]1[CH:8]=[CH:7][C:6]([CH2:9][C:10]([NH:12][CH:13]2[CH2:18][CH2:17][N:16]([CH2:19][CH2:20][CH:21]([C:28]3[CH:33]=[CH:32][CH:31]=[CH:30][CH:29]=3)[C:22]3[CH:27]=[CH:26][CH:25]=[CH:24][CH:23]=3)[CH2:15][CH2:14]2)=[O:11])=[CH:5][CH:4]=1)#[N:2].[CH3:34][I:35]. The catalyst is C(Cl)Cl. The product is [I-:35].[C:1]([C:3]1[CH:4]=[CH:5][C:6]([CH2:9][C:10]([NH:12][CH:13]2[CH2:14][CH2:15][N+:16]([CH2:19][CH2:20][CH:21]([C:22]3[CH:23]=[CH:24][CH:25]=[CH:26][CH:27]=3)[C:28]3[CH:29]=[CH:30][CH:31]=[CH:32][CH:33]=3)([CH3:34])[CH2:17][CH2:18]2)=[O:11])=[CH:7][CH:8]=1)#[N:2]. The yield is 0.570. (5) The reactants are [C-:1]1([CH2:6][CH2:7][CH2:8][CH2:9][CH2:10][CH2:11][CH2:12][CH2:13][CH2:14][CH2:15][CH2:16][CH2:17][CH2:18][CH2:19][CH2:20][CH2:21]Br)[CH:5]=[CH:4][CH:3]=[CH:2]1.[CH-:23]1[CH:27]=[CH:26][CH:25]=[CH:24]1.[Fe+2:28].[C:29]([O-:32])(=[S:31])[CH3:30].[K+]. No catalyst specified. The product is [C:29]([S:31][CH2:21][CH2:20][CH2:19][CH2:18][CH2:17][CH2:16][CH2:15][CH2:14][CH2:13][CH2:12][CH2:11][CH2:10][CH2:9][CH2:8][CH2:7][CH2:6][C-:1]1[CH:5]=[CH:4][CH:3]=[CH:2]1)(=[O:32])[CH3:30].[CH-:23]1[CH:27]=[CH:26][CH:25]=[CH:24]1.[Fe+2:28]. The yield is 0.930. (6) The reactants are [F:1][C:2]1[CH:3]=[C:4]([NH:9][C:10](=[O:26])[C:11](=[O:25])[C:12]2[S:16][C:15]([NH:17][C:18]([O:20][C:21]([CH3:24])([CH3:23])[CH3:22])=[O:19])=[N:14][CH:13]=2)[CH:5]=[CH:6][C:7]=1[F:8].[BH4-].[Na+]. The catalyst is C1COCC1.CO. The product is [F:1][C:2]1[CH:3]=[C:4]([NH:9][C:10](=[O:26])[CH:11]([C:12]2[S:16][C:15]([NH:17][C:18]([O:20][C:21]([CH3:23])([CH3:22])[CH3:24])=[O:19])=[N:14][CH:13]=2)[OH:25])[CH:5]=[CH:6][C:7]=1[F:8]. The yield is 0.900. (7) The reactants are [CH3:1][N:2]1[CH2:7][CH2:6][N:5]([C:8]2[C:17]3[C:12](=[CH:13][CH:14]=[CH:15][CH:16]=3)[CH:11]=[C:10]([NH2:18])[N:9]=2)[CH2:4][CH2:3]1.N1C=CC=CC=1.[C:25]1([S:31]([Cl:34])(=[O:33])=[O:32])[CH:30]=[CH:29][CH:28]=[CH:27][CH:26]=1. The catalyst is C(Cl)Cl. The product is [ClH:34].[CH3:1][N:2]1[CH2:3][CH2:4][N:5]([C:8]2[C:17]3[C:12](=[CH:13][CH:14]=[CH:15][CH:16]=3)[CH:11]=[C:10]([NH:18][S:31]([C:25]3[CH:30]=[CH:29][CH:28]=[CH:27][CH:26]=3)(=[O:33])=[O:32])[N:9]=2)[CH2:6][CH2:7]1. The yield is 0.570.